This data is from Full USPTO retrosynthesis dataset with 1.9M reactions from patents (1976-2016). The task is: Predict the reactants needed to synthesize the given product. (1) Given the product [NH2:8][C:9]1[CH2:10][C:11]([C:34](=[O:50])[N:35]([CH2:39][CH2:40][CH2:41][OH:42])[CH2:36][CH2:37][CH3:38])=[CH:12][C:13]2[CH:19]=[CH:18][C:17]([C:20]3[CH:21]=[CH:22][C:23]([CH2:26][C:27]([O:29][CH2:30][CH:31]([CH3:33])[CH3:32])=[O:28])=[CH:24][CH:25]=3)=[CH:16][C:14]=2[N:15]=1, predict the reactants needed to synthesize it. The reactants are: C(OC([NH:8][C:9]1[CH2:10][C:11]([C:34](=[O:50])[N:35]([CH2:39][CH2:40][CH2:41][O:42][Si](C(C)(C)C)(C)C)[CH2:36][CH2:37][CH3:38])=[CH:12][C:13]2[CH:19]=[CH:18][C:17]([C:20]3[CH:25]=[CH:24][C:23]([CH2:26][C:27]([O:29][CH2:30][CH:31]([CH3:33])[CH3:32])=[O:28])=[CH:22][CH:21]=3)=[CH:16][C:14]=2[N:15]=1)=O)(C)(C)C. (2) Given the product [Br:13][C:14]1[CH:19]=[CH:18][C:17]([Cl:20])=[CH:16][C:15]=1[CH2:21][O:1][C:2]1[CH:11]=[CH:10][CH:9]=[C:8]2[C:3]=1[CH2:4][CH2:5][CH2:6][C:7]2=[O:12], predict the reactants needed to synthesize it. The reactants are: [OH:1][C:2]1[CH:11]=[CH:10][CH:9]=[C:8]2[C:3]=1[CH2:4][CH2:5][CH2:6][C:7]2=[O:12].[Br:13][C:14]1[CH:19]=[CH:18][C:17]([Cl:20])=[CH:16][C:15]=1[CH2:21]Br.C(=O)([O-])[O-].[K+].[K+].